From a dataset of Full USPTO retrosynthesis dataset with 1.9M reactions from patents (1976-2016). Predict the reactants needed to synthesize the given product. (1) Given the product [CH3:2][N:3]1[C:7]([C:8]2[S:16][C:15]3[C:14]([NH2:1])=[N:13][CH:12]=[N:11][C:10]=3[CH:9]=2)=[C:6]([C:19]2[CH:24]=[CH:23][CH:22]=[CH:21][CH:20]=2)[N:5]=[CH:4]1, predict the reactants needed to synthesize it. The reactants are: [NH3:1].[CH3:2][N:3]1[C:7]([C:8]2[S:16][C:15]3[C:14](SC)=[N:13][CH:12]=[N:11][C:10]=3[CH:9]=2)=[C:6]([C:19]2[CH:24]=[CH:23][CH:22]=[CH:21][CH:20]=2)[N:5]=[CH:4]1. (2) Given the product [CH3:22][C:17]1([CH3:23])[C:18]([CH3:21])([CH3:20])[O:19][B:15]([C:2]2[CH:7]=[CH:6][C:5]([N:8]3[CH2:13][CH2:12][C:11](=[O:14])[CH2:10][CH2:9]3)=[CH:4][CH:3]=2)[O:16]1, predict the reactants needed to synthesize it. The reactants are: Br[C:2]1[CH:7]=[CH:6][C:5]([N:8]2[CH2:13][CH2:12][C:11](=[O:14])[CH2:10][CH2:9]2)=[CH:4][CH:3]=1.[B:15]1([B:15]2[O:19][C:18]([CH3:21])([CH3:20])[C:17]([CH3:23])([CH3:22])[O:16]2)[O:19][C:18]([CH3:21])([CH3:20])[C:17]([CH3:23])([CH3:22])[O:16]1.CC([O-])=O.[K+].[Na+].[Cl-]. (3) Given the product [CH:9]1([C:15]([O:7][CH2:6][CH2:5][S:1]([O-:4])(=[O:3])=[O:2])=[O:16])[CH2:14][CH2:13][CH2:12][CH2:11][CH2:10]1.[Na+:8], predict the reactants needed to synthesize it. The reactants are: [S:1]([CH2:5][CH2:6][OH:7])([O-:4])(=[O:3])=[O:2].[Na+:8].[CH:9]1([C:15](O)=[O:16])[CH2:14][CH2:13][CH2:12][CH2:11][CH2:10]1.S(C1C=CC(C)=CC=1)(O)(=O)=O. (4) Given the product [Cl:10][C:11]1[CH:12]=[C:13]([C:18]2[N:22]([C:23]3[CH:24]=[N:25][CH:26]=[CH:27][CH:28]=3)[N:21]=[C:20]([C:29]([N:37]3[CH2:36][CH2:35][NH:34][C:33](=[O:32])[CH2:38]3)=[O:31])[CH:19]=2)[CH:14]=[C:15]([F:17])[CH:16]=1, predict the reactants needed to synthesize it. The reactants are: C(N(CC)C(C)C)(C)C.[Cl:10][C:11]1[CH:12]=[C:13]([C:18]2[N:22]([C:23]3[CH:24]=[N:25][CH:26]=[CH:27][CH:28]=3)[N:21]=[C:20]([C:29]([OH:31])=O)[CH:19]=2)[CH:14]=[C:15]([F:17])[CH:16]=1.[O:32]=[C:33]1[CH2:38][NH:37][CH2:36][CH2:35][NH:34]1.CN(C(ON1N=NC2C=CC=NC1=2)=[N+](C)C)C.F[P-](F)(F)(F)(F)F. (5) Given the product [CH2:65]([O:64][P:63]([N:3]1[CH:7]2[CH:6]1[CH2:11][CH2:10][N:9]([C:12]([O:14][CH2:15][C:16]1[CH:17]=[CH:18][CH:19]=[CH:20][CH:21]=1)=[O:13])[CH2:8]2)([O:67][CH2:68][CH3:69])=[O:70])[CH3:66], predict the reactants needed to synthesize it. The reactants are: [BH4-].[Na+].[N:3]([C@@H:6]1[CH2:11][CH2:10][N:9]([C:12]([O:14][CH2:15][C:16]2[CH:21]=[CH:20][CH:19]=[CH:18][CH:17]=2)=[O:13])[CH2:8][C@H:7]1OS(C1C=CC(C)=CC=1)(=O)=O)=[N+]=[N-].N([C@H]1[C@H](OS(C2C=CC(C)=CC=2)(=O)=O)CCN(C(OCC2C=CC=CC=2)=O)C1)=[N+]=[N-].[P:63](Cl)(=[O:70])([O:67][CH2:68][CH3:69])[O:64][CH2:65][CH3:66]. (6) Given the product [OH:19][C@H:20]1[CH2:25][CH2:24][C@H:23]([CH2:26][C:27]([NH:12][C:10]2[S:11][C:7]3[C:6]([CH:13]4[CH2:18][CH2:17][O:16][CH2:15][CH2:14]4)=[CH:5][CH:4]=[C:3]([O:2][CH3:1])[C:8]=3[N:9]=2)=[O:28])[CH2:22][CH2:21]1, predict the reactants needed to synthesize it. The reactants are: [CH3:1][O:2][C:3]1[C:8]2[N:9]=[C:10]([NH2:12])[S:11][C:7]=2[C:6]([CH:13]2[CH2:18][CH2:17][O:16][CH2:15][CH2:14]2)=[CH:5][CH:4]=1.[OH:19][CH:20]1[CH2:25][CH2:24][CH:23]([CH2:26][C:27](O)=[O:28])[CH2:22][CH2:21]1.COC1C2N=C(NC(=O)CC3CCOCC3)SC=2C(C2CCOCC2)=CC=1.